From a dataset of Catalyst prediction with 721,799 reactions and 888 catalyst types from USPTO. Predict which catalyst facilitates the given reaction. Reactant: [CH2:1](I)[CH2:2][CH2:3][CH3:4].[C:6]([C:9]1[CH:18]=[C:13]([C:14]([O:16][CH3:17])=[O:15])[C:12]([OH:19])=[CH:11][CH:10]=1)(=[O:8])[CH3:7].C(=O)([O-])[O-].[K+].[K+]. Product: [C:6]([C:9]1[CH:10]=[CH:11][C:12]([O:19][CH2:1][CH2:2][CH2:3][CH3:4])=[C:13]([CH:18]=1)[C:14]([O:16][CH3:17])=[O:15])(=[O:8])[CH3:7]. The catalyst class is: 10.